Dataset: Peptide-MHC class II binding affinity with 134,281 pairs from IEDB. Task: Regression. Given a peptide amino acid sequence and an MHC pseudo amino acid sequence, predict their binding affinity value. This is MHC class II binding data. (1) The peptide sequence is VKEIPPRLLYAKSSP. The MHC is HLA-DQA10401-DQB10402 with pseudo-sequence HLA-DQA10401-DQB10402. The binding affinity (normalized) is 0. (2) The MHC is DRB1_0401 with pseudo-sequence DRB1_0401. The binding affinity (normalized) is 0.679. The peptide sequence is NSVVQALTSLGLLYT.